From a dataset of Catalyst prediction with 721,799 reactions and 888 catalyst types from USPTO. Predict which catalyst facilitates the given reaction. (1) Reactant: CN([CH:4]=[O:5])C.[N:6]1([CH2:10][C:11]2[CH:19]=[CH:18][CH:17]=[C:16]3[C:12]=2[CH:13]=[CH:14][NH:15]3)[CH2:9][CH2:8][CH2:7]1.[H-].[Na+].[Br:22][C:23]1[CH:28]=[CH:27][C:26]([S:29](Cl)(=[O:31])=[O:30])=[C:25]([C:33]([F:36])([F:35])[F:34])[CH:24]=1.C[OH:38]. Product: [F:34][C:33]([F:36])([F:35])[C:4]([OH:5])=[O:38].[N:6]1([CH2:10][C:11]2[CH:19]=[CH:18][CH:17]=[C:16]3[C:12]=2[CH:13]=[CH:14][N:15]3[S:29]([C:26]2[CH:27]=[CH:28][C:23]([Br:22])=[CH:24][C:25]=2[C:33]([F:36])([F:34])[F:35])(=[O:31])=[O:30])[CH2:9][CH2:8][CH2:7]1. The catalyst class is: 33. (2) Reactant: C[O:2][C:3](=[O:27])[C@@H:4]([N:9]1[CH2:13][C:12]([O:14][C:15]2[CH:20]=[CH:19][C:18]([CH2:21][C:22]([OH:25])([CH3:24])[CH3:23])=[CH:17][CH:16]=2)=[CH:11][C:10]1=[O:26])[CH2:5][CH:6]([CH3:8])[CH3:7].O.[OH-].[Li+]. Product: [OH:25][C:22]([CH3:24])([CH3:23])[CH2:21][C:18]1[CH:17]=[CH:16][C:15]([O:14][C:12]2[CH2:13][N:9]([C@@H:4]([CH2:5][CH:6]([CH3:7])[CH3:8])[C:3]([OH:27])=[O:2])[C:10](=[O:26])[CH:11]=2)=[CH:20][CH:19]=1. The catalyst class is: 30. (3) Reactant: [CH2:1]([O:3][C:4]1[CH:5]=[C:6]2[C:11](=[C:12]3[CH2:16][C:15]([CH3:18])([CH3:17])[O:14][C:13]=13)[C:10]([C:19]1[CH:27]=[CH:26][C:22]([C:23](O)=[O:24])=[C:21]([NH:28][CH2:29][C:30]3[CH:35]=[CH:34][CH:33]=[CH:32][CH:31]=3)[CH:20]=1)=[N:9][C:8]([CH3:37])([CH3:36])[CH2:7]2)[CH3:2].Cl.[CH2:39]([O:41][C:42](=[O:45])[CH2:43][NH2:44])[CH3:40].O.ON1C2C=CC=CC=2N=N1.Cl.C(N=C=NCCCN(C)C)C. Product: [CH2:39]([O:41][C:42](=[O:45])[CH2:43][NH:44][C:23](=[O:24])[C:22]1[CH:26]=[CH:27][C:19]([C:10]2[C:11]3[C:6](=[CH:5][C:4]([O:3][CH2:1][CH3:2])=[C:13]4[O:14][C:15]([CH3:17])([CH3:18])[CH2:16][C:12]4=3)[CH2:7][C:8]([CH3:36])([CH3:37])[N:9]=2)=[CH:20][C:21]=1[NH:28][CH2:29][C:30]1[CH:31]=[CH:32][CH:33]=[CH:34][CH:35]=1)[CH3:40]. The catalyst class is: 9. (4) Reactant: [Cl:1][C:2]1[CH:3]=[C:4]2[C:9](=[CH:10][C:11]=1[C:12]([N:14]1[CH2:18][CH2:17][CH2:16][CH2:15]1)=[O:13])[N:8]=[CH:7][N:6]=[C:5]2[NH:19][CH:20]([C:26]1[N:30](C(OC(C)(C)C)=O)[C:29]2[CH:38]=[CH:39][C:40]([Cl:42])=[CH:41][C:28]=2[N:27]=1)[CH2:21][CH2:22][C:23](O)=[O:24].[CH3:43][N:44]([CH3:50])[C:45](=[O:49])[CH2:46][NH:47][CH3:48].CN(C(ON1N=NC2C=CC=CC1=2)=[N+](C)C)C.[B-](F)(F)(F)F.FC(F)(F)C(O)=O. Product: [Cl:1][C:2]1[CH:3]=[C:4]2[C:9](=[CH:10][C:11]=1[C:12]([N:14]1[CH2:15][CH2:16][CH2:17][CH2:18]1)=[O:13])[N:8]=[CH:7][N:6]=[C:5]2[NH:19][CH:20]([C:26]1[NH:30][C:29]2[CH:38]=[CH:39][C:40]([Cl:42])=[CH:41][C:28]=2[N:27]=1)[CH2:21][CH2:22][C:23]([N:47]([CH2:46][C:45]([N:44]([CH3:50])[CH3:43])=[O:49])[CH3:48])=[O:24]. The catalyst class is: 783. (5) Product: [NH2:17][C:15]1[N:14]=[CH:13][N:12]=[C:11]2[N:10]([C:30]([NH:29][CH2:22][C:23]3[CH:28]=[CH:27][CH:26]=[CH:25][CH:24]=3)=[O:31])[N:9]=[C:8]([C:5]3[CH:6]=[CH:7][C:2]([Cl:1])=[CH:3][CH:4]=3)[C:16]=12. The catalyst class is: 12. Reactant: [Cl:1][C:2]1[CH:7]=[CH:6][C:5]([C:8]2[C:16]3[C:11](=[N:12][CH:13]=[N:14][C:15]=3[N:17]=CN(C)C)[NH:10][N:9]=2)=[CH:4][CH:3]=1.[CH2:22]([N:29]=[C:30]=[O:31])[C:23]1[CH:28]=[CH:27][CH:26]=[CH:25][CH:24]=1.C(Cl)Cl.CO. (6) The catalyst class is: 91. Product: [ClH:67].[ClH:67].[CH2:1]([O:19][C:20](=[O:66])[CH2:21][CH2:22][NH:23][CH2:24][CH2:25][CH2:26][CH2:27][NH:28][CH2:29][CH2:30][C:31]([O:33][CH2:34][CH2:35][CH2:36][CH2:37][CH2:38][CH2:39][CH2:40][CH2:41][CH:42]=[CH:43][CH2:44][CH2:45][CH2:46][CH2:47][CH2:48][CH2:49][CH2:50][CH3:51])=[O:32])[CH2:2][CH2:3][CH2:4][CH2:5][CH2:6][CH2:7][CH2:8][CH:9]=[CH:10][CH2:11][CH2:12][CH2:13][CH2:14][CH2:15][CH2:16][CH2:17][CH3:18]. Reactant: [CH2:1]([O:19][C:20](=[O:66])[CH2:21][CH2:22][N:23](C(OC(C)(C)C)=O)[CH2:24][CH2:25][CH2:26][CH2:27][N:28](C(OC(C)(C)C)=O)[CH2:29][CH2:30][C:31]([O:33][CH2:34][CH2:35][CH2:36][CH2:37][CH2:38][CH2:39][CH2:40][CH:41]=[CH:42][CH2:43][CH2:44][CH2:45][CH2:46][CH2:47][CH2:48][CH2:49][CH2:50][CH3:51])=[O:32])[CH2:2][CH2:3][CH2:4][CH2:5][CH2:6][CH2:7][CH:8]=[CH:9][CH2:10][CH2:11][CH2:12][CH2:13][CH2:14][CH2:15][CH2:16][CH2:17][CH3:18].[ClH:67]. (7) Reactant: FC(F)(F)C(O)=O.C(OC([N:18]1[CH2:23][CH2:22][N:21]([CH:24]2[CH2:28][CH2:27][N:26]([C:29]3[N:37]=[C:36]4[C:32]([N:33]=[CH:34][N:35]4[C@H:38]4[C@H:42]([OH:43])[C@H:41]([OH:44])[C@@H:40]([CH2:45][OH:46])[O:39]4)=[C:31]([NH:47][CH2:48][CH:49]([C:56]4[CH:61]=[CH:60][CH:59]=[CH:58][CH:57]=4)[C:50]4[CH:55]=[CH:54][CH:53]=[CH:52][CH:51]=4)[N:30]=3)[CH2:25]2)[CH2:20][CH2:19]1)=O)C1C=CC=CC=1. Product: [C:56]1([CH:49]([C:50]2[CH:55]=[CH:54][CH:53]=[CH:52][CH:51]=2)[CH2:48][NH:47][C:31]2[N:30]=[C:29]([N:26]3[CH2:27][CH2:28][CH:24]([N:21]4[CH2:20][CH2:19][NH:18][CH2:23][CH2:22]4)[CH2:25]3)[N:37]=[C:36]3[C:32]=2[N:33]=[CH:34][N:35]3[C@H:38]2[C@H:42]([OH:43])[C@H:41]([OH:44])[C@@H:40]([CH2:45][OH:46])[O:39]2)[CH:57]=[CH:58][CH:59]=[CH:60][CH:61]=1. The catalyst class is: 29. (8) Reactant: [Br:1][C:2]1[CH:3]=[CH:4][C:5]([Cl:11])=[C:6]([CH:10]=1)[C:7]([OH:9])=O.C(Cl)(=O)C(Cl)=O.[Al+3].[Cl-].[Cl-].[Cl-].[Br:22][CH2:23][CH2:24][CH2:25][C:26]1[CH:31]=[CH:30][CH:29]=[CH:28][CH:27]=1. Product: [Br:1][C:2]1[CH:3]=[CH:4][C:5]([Cl:11])=[C:6]([C:7]([C:29]2[CH:30]=[CH:31][C:26]([CH2:25][CH2:24][CH2:23][Br:22])=[CH:27][CH:28]=2)=[O:9])[CH:10]=1. The catalyst class is: 59. (9) Reactant: Cl[C:2]1[CH:3]=[CH:4][C:5]2[N:6]([C:8]([C:18]3[CH:23]=[CH:22][N:21]=[C:20]([NH:24][CH:25]4[CH2:30][CH2:29][CH2:28][CH2:27][CH2:26]4)[CH:19]=3)=[C:9]([C:11]3[CH:16]=[CH:15][CH:14]=[C:13]([CH3:17])[CH:12]=3)[N:10]=2)[N:7]=1.[CH3:31][O-:32].[Na+].CO. Product: [CH:25]1([NH:24][C:20]2[CH:19]=[C:18]([C:8]3[N:6]4[N:7]=[C:2]([O:32][CH3:31])[CH:3]=[CH:4][C:5]4=[N:10][C:9]=3[C:11]3[CH:16]=[CH:15][CH:14]=[C:13]([CH3:17])[CH:12]=3)[CH:23]=[CH:22][N:21]=2)[CH2:30][CH2:29][CH2:28][CH2:27][CH2:26]1. The catalyst class is: 5.